This data is from Reaction yield outcomes from USPTO patents with 853,638 reactions. The task is: Predict the reaction yield, written as a fraction of the theoretical maximum amount of product (1.0 means a 100% yield; for example, 0.34 means a 34% yield). (1) The reactants are Br[C:2]1[CH:7]=[CH:6][C:5]([C:8]2[C:9]3[C:14]([C:15]([C:22]4[CH:27]=[CH:26][CH:25]=[CH:24][CH:23]=4)=[C:16]4[C:21]=2[CH:20]=[CH:19][CH:18]=[CH:17]4)=[CH:13][CH:12]=[CH:11][CH:10]=3)=[CH:4][CH:3]=1.[CH:28]1[C:44]2[C:43]3[C:42]4[C:41]5[CH:45]=[CH:46][CH:47]=[CH:48][C:40]=5[CH:39]=[CH:38][C:37]=4[NH:36][C:35]=3[CH:34]=[CH:33][C:32]=2[CH:31]=[CH:30][CH:29]=1.CC(C)([O-])C.[Na+].C(P(C(C)(C)C)C(C)(C)C)(C)(C)C. The catalyst is C1C=CC(/C=C/C(/C=C/C2C=CC=CC=2)=O)=CC=1.C1C=CC(/C=C/C(/C=C/C2C=CC=CC=2)=O)=CC=1.[Pd].CCCCCC.C1(C)C=CC=CC=1. The product is [C:14]1([C:15]2[C:16]3[C:21](=[CH:20][CH:19]=[CH:18][CH:17]=3)[C:8]([C:5]3[CH:4]=[CH:3][C:2]([N:36]4[C:37]5[CH:38]=[CH:39][C:40]6[CH:48]=[CH:47][CH:46]=[CH:45][C:41]=6[C:42]=5[C:43]5[C:44]6[CH:28]=[CH:29][CH:30]=[CH:31][C:32]=6[CH:33]=[CH:34][C:35]4=5)=[CH:7][CH:6]=3)=[C:27]3[C:22]=2[CH:23]=[CH:24][CH:25]=[CH:26]3)[CH:13]=[CH:12][CH:11]=[CH:10][CH:9]=1. The yield is 0.700. (2) The product is [CH3:24][N:25]1[C:26](=[O:51])[C:27]([NH:40][C:41]2[CH:50]=[C:44]3[CH2:45][N:46]([CH3:49])[CH2:47][CH2:48][N:43]3[N:42]=2)=[CH:28][C:29]([C:2]2[CH:9]=[N:8][CH:7]=[C:6]([N:10]3[CH2:22][CH2:21][N:13]4[C:14]5[CH2:15][CH2:16][CH2:17][CH2:18][C:19]=5[CH:20]=[C:12]4[C:11]3=[O:23])[C:3]=2[CH:4]=[O:5])=[CH:30]1. The reactants are Br[C:2]1[CH:9]=[N:8][CH:7]=[C:6]([N:10]2[CH2:22][CH2:21][N:13]3[C:14]4[CH2:15][CH2:16][CH2:17][CH2:18][C:19]=4[CH:20]=[C:12]3[C:11]2=[O:23])[C:3]=1[CH:4]=[O:5].[CH3:24][N:25]1[CH:30]=[C:29](B2OC(C)(C)C(C)(C)O2)[CH:28]=[C:27]([NH:40][C:41]2[CH:50]=[C:44]3[CH2:45][N:46]([CH3:49])[CH2:47][CH2:48][N:43]3[N:42]=2)[C:26]1=[O:51].[O-]P([O-])([O-])=O.[K+].[K+].[K+]. The catalyst is CC#N.C1C=CC(P(C2C=CC=CC=2)[C-]2C=CC=C2)=CC=1.C1C=CC(P(C2C=CC=CC=2)[C-]2C=CC=C2)=CC=1.Cl[Pd]Cl.[Fe+2]. The yield is 0.550. (3) The product is [CH3:14][N:13]([CH3:15])[C:11]1[S:12][C:8]([C:6]2[CH:5]=[CH:4][N:3]=[C:2]([NH:10][CH2:9][CH:16]([CH3:17])[CH3:21])[N:7]=2)=[C:9]([C:16]2[CH:17]=[C:18]([NH:22][S:23]([C:26]3[C:31]([F:32])=[CH:30][CH:29]=[CH:28][C:27]=3[F:33])(=[O:25])=[O:24])[CH:19]=[CH:20][CH:21]=2)[N:10]=1. The catalyst is C(N)C(C)C. The reactants are Cl[C:2]1[N:7]=[C:6]([C:8]2[S:12][C:11]([N:13]([CH3:15])[CH3:14])=[N:10][C:9]=2[C:16]2[CH:17]=[C:18]([NH:22][S:23]([C:26]3[C:31]([F:32])=[CH:30][CH:29]=[CH:28][C:27]=3[F:33])(=[O:25])=[O:24])[CH:19]=[CH:20][CH:21]=2)[CH:5]=[CH:4][N:3]=1. The yield is 0.336. (4) The yield is 0.667. The product is [CH2:28]([N:8]1[C:7]2[N:6]=[CH:5][NH:4][C:3]=2[C:2](=[O:1])[N:10]2[C:13]([CH2:14][CH2:15][C:16]3[O:17][C:18]([C:21]4[CH:26]=[CH:25][CH:24]=[CH:23][CH:22]=4)=[N:19][N:20]=3)=[N:12][N:11]=[C:9]12)[CH2:29][CH2:30][CH2:31][CH3:32]. The catalyst is C1(C)C=CC=CC=1. The reactants are [O:1]=[C:2]1[NH:10]/[C:9](=[N:11]\[NH:12][C:13](=O)[CH2:14][CH2:15][C:16]2[O:17][C:18]([C:21]3[CH:26]=[CH:25][CH:24]=[CH:23][CH:22]=3)=[N:19][N:20]=2)/[N:8]([CH2:28][CH2:29][CH2:30][CH2:31][CH3:32])[C:7]2[N:6]=[CH:5][NH:4][C:3]1=2. (5) The reactants are CN1C=C(C2NC3=NC=CC(C4C=CC(C5(NC(C6OC(C(C)(C)C)=NN=6)=O)CC5)=CC=4)=C3N=2)C=N1.Br[C:38]1[CH:43]=[CH:42][N:41]=[C:40]2[NH:44][C:45]([C:47]3[CH:52]=[CH:51][C:50]([C:53]([N:55]4[CH2:60][CH2:59][O:58][CH2:57][CH2:56]4)=[O:54])=[CH:49][CH:48]=3)=[N:46][C:39]=12.[OH:61][C:62]([CH3:85])([CH3:84])[CH2:63][CH2:64][N:65]1[CH2:73][C:72]2[C:67](=[CH:68][CH:69]=[C:70](B3OC(C)(C)C(C)(C)O3)[CH:71]=2)[C:66]1=[O:83].P([O-])([O-])([O-])=O.[K+].[K+].[K+].C([O-])(=O)C.[Na+].C(#N)C. No catalyst specified. The product is [OH:61][C:62]([CH3:85])([CH3:84])[CH2:63][CH2:64][N:65]1[CH2:73][C:72]2[C:67](=[CH:68][CH:69]=[C:70]([C:38]3[CH:43]=[CH:42][N:41]=[C:40]4[NH:44][C:45]([C:47]5[CH:52]=[CH:51][C:50]([C:53]([N:55]6[CH2:60][CH2:59][O:58][CH2:57][CH2:56]6)=[O:54])=[CH:49][CH:48]=5)=[N:46][C:39]=34)[CH:71]=2)[C:66]1=[O:83]. The yield is 0.340.